This data is from CYP1A2 inhibition data for predicting drug metabolism from PubChem BioAssay. The task is: Regression/Classification. Given a drug SMILES string, predict its absorption, distribution, metabolism, or excretion properties. Task type varies by dataset: regression for continuous measurements (e.g., permeability, clearance, half-life) or binary classification for categorical outcomes (e.g., BBB penetration, CYP inhibition). Dataset: cyp1a2_veith. (1) The molecule is Cc1cc(C)cc(N2C(=O)CC(Sc3nnnn3-c3ccccc3)C2=O)c1. The result is 0 (non-inhibitor). (2) The drug is NS(=O)Oc1cc(C(=O)O)c(NCc2ccco2)cc1Cl. The result is 0 (non-inhibitor). (3) The compound is COc1cc(C(=O)NC(=S)Nc2ccc3oc(=O)ccc3c2)cc(OC)c1OC. The result is 0 (non-inhibitor). (4) The compound is COc1cccc(-c2ccc3ncnc(NCc4ccccc4OC)c3c2)c1. The result is 1 (inhibitor). (5) The compound is CSc1nc(Oc2ccc(=O)[nH]n2)nc(N(C)C)n1. The result is 0 (non-inhibitor). (6) The compound is CN(C(=S)Nc1ccccc1F)C1(c2ccccc2Cl)CCCCC1=O. The result is 0 (non-inhibitor).